From a dataset of Forward reaction prediction with 1.9M reactions from USPTO patents (1976-2016). Predict the product of the given reaction. (1) Given the reactants [Cl:1][C:2]1[C:7]([N+:8]([O-])=O)=[CH:6][C:5]([N+:11]([O-])=O)=[CH:4][C:3]=1[N+:14]([O-])=O.[Sn].Cl, predict the reaction product. The product is: [Cl:1][C:2]1[C:7]([NH2:8])=[CH:6][C:5]([NH2:11])=[CH:4][C:3]=1[NH2:14]. (2) Given the reactants F[C:2]1[CH:3]=[CH:4][C:5]([N+:12]([O-:14])=[O:13])=[C:6]([CH:11]=1)[C:7]([O:9][CH3:10])=[O:8].[C:15]([NH:18][C:19]1[CH:28]=[CH:27][C:26]([OH:29])=[CH:25][C:20]=1[C:21]([O:23][CH3:24])=[O:22])(=[O:17])[CH3:16].C([O-])([O-])=O.[K+].[K+].C1OCCOCCOCCOCCOCCOC1, predict the reaction product. The product is: [C:15]([NH:18][C:19]1[CH:28]=[CH:27][C:26]([O:29][C:2]2[CH:3]=[CH:4][C:5]([N+:12]([O-:14])=[O:13])=[C:6]([C:7]([O:9][CH3:10])=[O:8])[CH:11]=2)=[CH:25][C:20]=1[C:21]([O:23][CH3:24])=[O:22])(=[O:17])[CH3:16]. (3) Given the reactants [CH:1]12[CH2:10][CH:5]3[CH2:6][CH:7]([CH2:9][CH:3]([CH2:4]3)[CH2:2]1)[CH2:8]2.I([O-])(=O)(=O)=O.[NH4+].[Cl-].[K+].[C:19]([OH:25])([C:21]([F:24])([F:23])[F:22])=[O:20].CCCCCCCCCCCC, predict the reaction product. The product is: [F:22][C:21]([F:24])([F:23])[C:19]([O:25][C:1]12[CH2:10][CH:5]3[CH2:6][CH:7]([CH2:9][CH:3]([CH2:4]3)[CH2:2]1)[CH2:8]2)=[O:20]. (4) The product is: [CH3:25][N:26]1[CH2:27][CH2:28][N:29]([C:32]2[CH:38]=[CH:37][C:35]([NH:36][C:2]3[C:3]([C:22]([NH2:24])=[O:23])=[N:4][C:5]([C:18]([CH3:20])=[CH2:19])=[C:6]([O:8][C:9]4[CH:14]=[CH:13][CH:12]=[C:11]([N+:15]([O-:17])=[O:16])[CH:10]=4)[N:7]=3)=[CH:34][CH:33]=2)[CH2:30][CH2:31]1. Given the reactants Cl[C:2]1[C:3]([C:22]([NH2:24])=[O:23])=[N:4][C:5]([C:18](O)([CH3:20])[CH3:19])=[C:6]([O:8][C:9]2[CH:14]=[CH:13][CH:12]=[C:11]([N+:15]([O-:17])=[O:16])[CH:10]=2)[N:7]=1.[CH3:25][N:26]1[CH2:31][CH2:30][N:29]([C:32]2[CH:38]=[CH:37][C:35]([NH2:36])=[CH:34][CH:33]=2)[CH2:28][CH2:27]1.FC(F)(F)C(O)=O.CN1CCCC1=O, predict the reaction product. (5) Given the reactants [Br:1][C:2]1[CH:7]=[CH:6][C:5]([Cl:8])=[CH:4][C:3]=1[OH:9].[CH3:10][C@@H:11](O)[CH2:12][CH:13]=[CH2:14].C1C=CC(P(C2C=CC=CC=2)C2C=CC=CC=2)=CC=1.CCOC(/N=N/C(OCC)=O)=O, predict the reaction product. The product is: [Br:1][C:2]1[CH:7]=[CH:6][C:5]([Cl:8])=[CH:4][C:3]=1[O:9][C@H:13]([CH2:12][CH:11]=[CH2:10])[CH3:14]. (6) Given the reactants [NH2:1][OH:2].[F:3][C:4]1[C:5]([OH:15])=[C:6]([CH:11]=[CH:12][C:13]=1[F:14])[C:7](OC)=[O:8], predict the reaction product. The product is: [F:3][C:4]1[C:5]([OH:15])=[C:6]([CH:11]=[CH:12][C:13]=1[F:14])[C:7]([NH:1][OH:2])=[O:8].